Predict the product of the given reaction. From a dataset of Forward reaction prediction with 1.9M reactions from USPTO patents (1976-2016). (1) Given the reactants [CH2:1]([OH:19])[CH2:2][CH2:3][CH2:4][CH2:5][CH2:6][CH2:7][CH2:8][CH2:9][CH2:10][CH2:11][CH2:12][CH2:13][CH2:14][CH2:15][CH2:16][CH2:17][CH3:18].[C:20]([C:28](O)=[O:29])(=[O:27])[C:21]1[CH:26]=[CH:25][CH:24]=[CH:23][CH:22]=1.O.C1(C)C=CC(S(O)(=O)=O)=CC=1.C1(C)C=CC=CC=1, predict the reaction product. The product is: [CH2:1]([O:19][C:28](=[O:29])[C:20](=[O:27])[C:21]1[CH:26]=[CH:25][CH:24]=[CH:23][CH:22]=1)[CH2:2][CH2:3][CH2:4][CH2:5][CH2:6][CH2:7][CH2:8][CH2:9][CH2:10][CH2:11][CH2:12][CH2:13][CH2:14][CH2:15][CH2:16][CH2:17][CH3:18]. (2) Given the reactants Cl.[CH2:2]([O:4][C:5](=[O:8])[CH2:6][NH2:7])[CH3:3].[S:9](Cl)([Cl:12])(=[O:11])=[O:10], predict the reaction product. The product is: [Cl:12][S:9]([NH:7][CH2:6][C:5]([O:4][CH2:2][CH3:3])=[O:8])(=[O:11])=[O:10]. (3) Given the reactants F[C:2]1[CH:18]=[CH:17][C:5]([C:6]([N:8]([CH2:13][CH:14]([CH3:16])[CH3:15])[CH2:9][CH:10]([CH3:12])[CH3:11])=[O:7])=[CH:4][C:3]=1[N+:19]([O-:21])=[O:20].[N:22]1[CH:27]=[CH:26][CH:25]=[CH:24][C:23]=1[CH2:28][CH2:29][NH:30][CH2:31][CH2:32][CH2:33][NH2:34].[C:35](=O)([O-])[O-].[Cs+].[Cs+], predict the reaction product. The product is: [CH2:9]([N:8]([CH2:13][CH:14]([CH3:16])[CH3:15])[C:6](=[O:7])[C:5]1[CH:17]=[CH:18][C:2]([NH:34][CH2:33][CH2:32][CH2:31][N:30]([CH3:35])[CH2:29][CH2:28][C:23]2[CH:24]=[CH:25][CH:26]=[CH:27][N:22]=2)=[C:3]([N+:19]([O-:21])=[O:20])[CH:4]=1)[CH:10]([CH3:12])[CH3:11]. (4) Given the reactants OC1C([N+]([O-])=O)([N+]([O-])=O)C(O)=[N:5][C:4](=[C:15]([N+:19]([O-:21])=[O:20])[N+:16]([O-:18])=[O:17])[N:3]=1.OC1C=C(O)N=C(C)N=1, predict the reaction product. The product is: [NH2:3][C:4]([NH2:5])=[C:15]([N+:19]([O-:21])=[O:20])[N+:16]([O-:18])=[O:17]. (5) Given the reactants [C:1]1([CH3:28])[CH:6]=[CH:5][C:4]([C:7](=[O:27])[CH2:8][C:9]([C:11]2[CH:16]=[CH:15][C:14](OCCOC3CCCCO3)=[CH:13][CH:12]=2)=[O:10])=[CH:3][CH:2]=1.CC1C=CC(S(O)(=O)=O)=[CH:34][CH:35]=1.C[OH:41], predict the reaction product. The product is: [OH:41][CH2:34][CH2:35][C:14]1[CH:13]=[CH:12][C:11]([C:9](=[O:10])[CH2:8][C:7]([C:4]2[CH:3]=[CH:2][C:1]([CH3:28])=[CH:6][CH:5]=2)=[O:27])=[CH:16][CH:15]=1.